Dataset: Reaction yield outcomes from USPTO patents with 853,638 reactions. Task: Predict the reaction yield, written as a fraction of the theoretical maximum amount of product (1.0 means a 100% yield; for example, 0.34 means a 34% yield). (1) The reactants are [CH:1]1([N:6]2[C:15]3[N:14]=[C:13]([C:16]4[CH:21]=[CH:20][N:19]=[C:18](F)[CH:17]=4)[N:12]=[CH:11][C:10]=3[N:9]([CH3:23])[C:8](=[O:24])[C@H:7]2[CH2:25][CH3:26])[CH2:5][CH2:4][CH2:3][CH2:2]1.C([O-])(O)=[O:28].[Na+]. The catalyst is C(O)=O. The product is [CH:1]1([N:6]2[C:15]3[N:14]=[C:13]([C:16]4[CH:21]=[CH:20][N:19]=[C:18]([OH:28])[CH:17]=4)[N:12]=[CH:11][C:10]=3[N:9]([CH3:23])[C:8](=[O:24])[C@H:7]2[CH2:25][CH3:26])[CH2:5][CH2:4][CH2:3][CH2:2]1. The yield is 0.800. (2) The reactants are N[C:2]1[C:7]([N+:8]([O-:10])=[O:9])=[CH:6][CH:5]=[CH:4][C:3]=1[OH:11].O1CCOCC1.N([O-])=O.[Na+].[BrH:22]. The catalyst is O. The product is [Br:22][C:2]1[C:7]([N+:8]([O-:10])=[O:9])=[CH:6][CH:5]=[CH:4][C:3]=1[OH:11]. The yield is 0.560.